From a dataset of Reaction yield outcomes from USPTO patents with 853,638 reactions. Predict the reaction yield, written as a fraction of the theoretical maximum amount of product (1.0 means a 100% yield; for example, 0.34 means a 34% yield). (1) The reactants are [CH3:1][O:2][CH2:3][CH2:4][N:5]([CH3:29])[C:6]([C:8]1[CH:9]=[C:10]2[C:14](=[CH:15][CH:16]=1)[NH:13][C:12]([C:17]1[C:26](=[O:27])[NH:25][C:24]3[C:19](=[CH:20][CH:21]=[CH:22][CH:23]=3)[N:18]=1)=[C:11]2[NH2:28])=[O:7].N1C=CC=CC=1.[C:36](Cl)(=[O:38])[CH3:37]. The catalyst is C1COCC1.O.[Cl-].[Na+].O. The product is [CH3:1][O:2][CH2:3][CH2:4][N:5]([CH3:29])[C:6]([C:8]1[CH:9]=[C:10]2[C:14](=[CH:15][CH:16]=1)[NH:13][C:12]([C:17]1[C:26](=[O:27])[NH:25][C:24]3[C:19](=[CH:20][CH:21]=[CH:22][CH:23]=3)[N:18]=1)=[C:11]2[NH:28][C:36](=[O:38])[CH3:37])=[O:7]. The yield is 0.780. (2) The reactants are [CH2:1]([N:3]([CH2:15][CH3:16])[C:4]([C:6]1[CH2:11][CH:10]([CH3:12])[CH2:9][CH:8](Br)[C:7]=1O)=[O:5])[CH3:2].[CH2:17]([O:24][CH2:25][CH2:26][NH:27][C:28]1[CH:33]=[CH:32][CH:31]=[CH:30][CH:29]=1)[C:18]1[CH:23]=[CH:22][CH:21]=[CH:20][CH:19]=1. The catalyst is CC(O)C.[Cl-].[Zn+2].[Cl-]. The product is [CH2:1]([N:3]([CH2:15][CH3:16])[C:4]([CH:6]1[C:7]2[C:33]3[C:28](=[CH:29][CH:30]=[CH:31][CH:32]=3)[N:27]([CH2:26][CH2:25][O:24][CH2:17][C:18]3[CH:23]=[CH:22][CH:21]=[CH:20][CH:19]=3)[C:8]=2[CH2:9][CH:10]([CH3:12])[CH2:11]1)=[O:5])[CH3:2]. The yield is 0.0800. (3) The reactants are Br[C:2]1[C:7]([O:8][CH2:9][C:10]2([CH2:14][O:15][CH3:16])[CH2:13][O:12][CH2:11]2)=[C:6]([O:17][CH3:18])[C:5]([O:19][CH:20]([F:22])[F:21])=[CH:4][CH:3]=1.C(=O)([O-])[O-].[Cs+].[Cs+].CC1(C)C(C)(C)OB([C:37]2[CH:38]=[C:39]3[C:43](=[CH:44][CH:45]=2)[C:42](=[O:46])[O:41][CH2:40]3)O1. The catalyst is CN(C)C=O.[Pd].C1(P(C2C=CC=CC=2)C2C=CC=CC=2)C=CC=CC=1.C1(P(C2C=CC=CC=2)C2C=CC=CC=2)C=CC=CC=1.C1(P(C2C=CC=CC=2)C2C=CC=CC=2)C=CC=CC=1.C1(P(C2C=CC=CC=2)C2C=CC=CC=2)C=CC=CC=1. The product is [F:21][CH:20]([F:22])[O:19][C:5]1[CH:4]=[CH:3][C:2]([C:37]2[CH:38]=[C:39]3[C:43](=[CH:44][CH:45]=2)[C:42](=[O:46])[O:41][CH2:40]3)=[C:7]([O:8][CH2:9][C:10]2([CH2:14][O:15][CH3:16])[CH2:13][O:12][CH2:11]2)[C:6]=1[O:17][CH3:18]. The yield is 0.120. (4) The reactants are [CH3:1][C:2]1[C:6]([CH3:7])=[C:5]([C:8]([OH:10])=O)[NH:4][N:3]=1.F[P-](F)(F)(F)(F)F.N1(O[P+](N2CCCC2)(N2CCCC2)N2CCCC2)C2C=CC=CC=2N=N1.[F:44][C:45]1[CH:50]=[CH:49][C:48]([C:51]2[NH:60][C:54]3=[N:55][CH:56]=[C:57]([NH2:59])[CH:58]=[C:53]3[CH:52]=2)=[CH:47][CH:46]=1.C(N(CC)C(C)C)(C)C. The catalyst is CC(N(C)C)=O.O.C(#N)C. The product is [F:44][C:45]1[CH:46]=[CH:47][C:48]([C:51]2[NH:60][C:54]3=[N:55][CH:56]=[C:57]([NH:59][C:8]([C:5]4[NH:4][N:3]=[C:2]([CH3:1])[C:6]=4[CH3:7])=[O:10])[CH:58]=[C:53]3[CH:52]=2)=[CH:49][CH:50]=1. The yield is 0.460.